This data is from Forward reaction prediction with 1.9M reactions from USPTO patents (1976-2016). The task is: Predict the product of the given reaction. (1) The product is: [F:1][C:2]1[CH:3]=[C:4]2[C:9](=[C:10]([C:12]([NH:40][S:37]([CH3:36])(=[O:39])=[O:38])=[O:13])[CH:11]=1)[NH:8][CH:7]([C:15]1[CH:20]=[CH:19][CH:18]=[C:17]([N:21]3[CH2:22][CH2:23][N:24]([C:27]4[CH:32]=[CH:31][CH:30]=[CH:29][C:28]=4[CH3:33])[CH2:25][CH2:26]3)[CH:16]=1)[CH2:6][C:5]2([CH3:35])[CH3:34]. Given the reactants [F:1][C:2]1[CH:3]=[C:4]2[C:9](=[C:10]([C:12](O)=[O:13])[CH:11]=1)[NH:8][CH:7]([C:15]1[CH:20]=[CH:19][CH:18]=[C:17]([N:21]3[CH2:26][CH2:25][N:24]([C:27]4[CH:32]=[CH:31][CH:30]=[CH:29][C:28]=4[CH3:33])[CH2:23][CH2:22]3)[CH:16]=1)[CH2:6][C:5]2([CH3:35])[CH3:34].[CH3:36][S:37]([NH2:40])(=[O:39])=[O:38], predict the reaction product. (2) Given the reactants [Br:1][C:2]1[C:3]([N:12]2[CH2:17][CH2:16][N:15]([CH:18](C3C=CC=CN=3)C)[CH2:14][CH2:13]2)=[C:4]([N+:9]([O-:11])=[O:10])[C:5]([NH2:8])=[N:6][CH:7]=1.[CH3:26][O:27][C:28]1[N:33]=[CH:32][C:31](CN2CCN(C(OC(C)(C)C)=O)CC2)=[CH:30][CH:29]=1.C(O)(C(F)(F)F)=O.BrC1C(Cl)=C([N+]([O-])=O)C(N)=NC=1, predict the reaction product. The product is: [Br:1][C:2]1[C:3]([N:12]2[CH2:17][CH2:16][N:15]([CH2:18][C:31]3[CH:32]=[N:33][C:28]([O:27][CH3:26])=[CH:29][CH:30]=3)[CH2:14][CH2:13]2)=[C:4]([N+:9]([O-:11])=[O:10])[C:5]([NH2:8])=[N:6][CH:7]=1. (3) Given the reactants [CH2:1]([NH:8][CH2:9][CH2:10][C:11]1[CH:16]=[CH:15][C:14]([O:17][CH3:18])=[C:13]([O:19][CH3:20])[CH:12]=1)[C:2]1[CH:7]=[CH:6][CH:5]=[CH:4][CH:3]=1.Br[CH2:22][C:23]([NH2:25])=[O:24].CCN(C(C)C)C(C)C, predict the reaction product. The product is: [CH2:1]([N:8]([CH2:9][CH2:10][C:11]1[CH:16]=[CH:15][C:14]([O:17][CH3:18])=[C:13]([O:19][CH3:20])[CH:12]=1)[CH2:22][C:23]([NH2:25])=[O:24])[C:2]1[CH:7]=[CH:6][CH:5]=[CH:4][CH:3]=1. (4) Given the reactants [CH3:1][O:2][C:3](=[O:13])[C:4]1[CH:9]=[CH:8][C:7]([NH:10][CH3:11])=[C:6]([NH2:12])[CH:5]=1.[F:14][C:15]([S:18][C:19]1[CH:28]=[CH:27][C:22]2[N:23]=[C:24]([NH2:26])[S:25][C:21]=2[CH:20]=1)([F:17])[F:16].[C:29](N1C=CN=C1)(N1C=CN=C1)=S, predict the reaction product. The product is: [CH3:1][O:2][C:3]([C:4]1[CH:9]=[CH:8][C:7]2[N:10]([CH3:29])[C:11]([NH:26][C:24]3[S:25][C:21]4[CH:20]=[C:19]([S:18][C:15]([F:14])([F:16])[F:17])[CH:28]=[CH:27][C:22]=4[N:23]=3)=[N:12][C:6]=2[CH:5]=1)=[O:13].